This data is from Reaction yield outcomes from USPTO patents with 853,638 reactions. The task is: Predict the reaction yield, written as a fraction of the theoretical maximum amount of product (1.0 means a 100% yield; for example, 0.34 means a 34% yield). The reactants are [Br:1][C:2]1[C:3]([N:16]([CH3:21])[S:17]([CH3:20])(=[O:19])=[O:18])=[CH:4][C:5]2[O:9][C:8](I)=[C:7]([C:11]([NH:13][CH3:14])=[O:12])[C:6]=2[CH:15]=1.[CH:22]([C:24]1[CH:29]=[CH:28][C:27](B(O)O)=[CH:26][CH:25]=1)=[O:23].C([O-])([O-])=O.[Na+].[Na+]. The catalyst is CN(C=O)C.C1C=CC(P(C2C=CC=CC=2)[C-]2C=CC=C2)=CC=1.C1C=CC(P(C2C=CC=CC=2)[C-]2C=CC=C2)=CC=1.Cl[Pd]Cl.[Fe+2]. The product is [Br:1][C:2]1[C:3]([N:16]([CH3:21])[S:17]([CH3:20])(=[O:19])=[O:18])=[CH:4][C:5]2[O:9][C:8]([C:27]3[CH:28]=[CH:29][C:24]([CH:22]=[O:23])=[CH:25][CH:26]=3)=[C:7]([C:11]([NH:13][CH3:14])=[O:12])[C:6]=2[CH:15]=1. The yield is 0.520.